This data is from Full USPTO retrosynthesis dataset with 1.9M reactions from patents (1976-2016). The task is: Predict the reactants needed to synthesize the given product. (1) Given the product [CH3:2][O:3][C:4](=[O:10])[C@@H:5]1[CH2:9][CH2:8][CH2:7][N:6]1[S:26]([C:21]1[CH:20]=[C:19]([Cl:18])[CH:24]=[C:23]([Cl:25])[CH:22]=1)(=[O:28])=[O:27], predict the reactants needed to synthesize it. The reactants are: Cl.[CH3:2][O:3][C:4](=[O:10])[C@@H:5]1[CH2:9][CH2:8][CH2:7][NH:6]1.C(N(CC)CC)C.[Cl:18][C:19]1[CH:20]=[C:21]([S:26](Cl)(=[O:28])=[O:27])[CH:22]=[C:23]([Cl:25])[CH:24]=1. (2) Given the product [F:10][C:11]([F:18])([F:17])[C:12]1[CH:16]=[CH:15][N:14]([C:2]2[CH:3]=[C:4]([CH:7]=[CH:8][CH:9]=2)[CH:5]=[O:6])[N:13]=1, predict the reactants needed to synthesize it. The reactants are: Br[C:2]1[CH:3]=[C:4]([CH:7]=[CH:8][CH:9]=1)[CH:5]=[O:6].[F:10][C:11]([F:18])([F:17])[C:12]1[CH:16]=[CH:15][NH:14][N:13]=1.C(=O)([O-])[O-].[Cs+].[Cs+].